Dataset: Forward reaction prediction with 1.9M reactions from USPTO patents (1976-2016). Task: Predict the product of the given reaction. Given the reactants [CH3:1][N:2]1[C:6]([NH2:7])=[CH:5][CH:4]=[N:3]1.[Na].[N+:9]([CH:12]([CH:15]=O)[CH:13]=O)([O-:11])=[O:10], predict the reaction product. The product is: [CH3:1][N:2]1[C:6]2=[N:7][CH:13]=[C:12]([N+:9]([O-:11])=[O:10])[CH:15]=[C:5]2[CH:4]=[N:3]1.